Dataset: Reaction yield outcomes from USPTO patents with 853,638 reactions. Task: Predict the reaction yield, written as a fraction of the theoretical maximum amount of product (1.0 means a 100% yield; for example, 0.34 means a 34% yield). The reactants are [OH:1][C:2]1[CH:7]=[CH:6][N:5]2[CH:8]=[C:9]([C:11]([NH:13][CH:14]3[CH2:19][CH2:18][N:17]([C:20]([O:22][C:23]([CH3:26])([CH3:25])[CH3:24])=[O:21])[CH2:16][CH2:15]3)=[O:12])[N:10]=[C:4]2[CH:3]=1.N(C(OC(C)C)=O)=NC(OC(C)C)=O.[F:41][C:42]([F:57])([F:56])[C:43]1[CH:48]=[CH:47][C:46]([N:49]2[CH2:54][CH2:53][CH:52](O)[CH2:51][CH2:50]2)=[CH:45][CH:44]=1.C1(P(C2C=CC=CC=2)C2C=CC=CC=2)C=CC=CC=1. The catalyst is C1(C)C=CC=CC=1. The product is [F:57][C:42]([F:41])([F:56])[C:43]1[CH:44]=[CH:45][C:46]([N:49]2[CH2:54][CH2:53][CH:52]([O:1][C:2]3[CH:7]=[CH:6][N:5]4[CH:8]=[C:9]([C:11]([NH:13][CH:14]5[CH2:15][CH2:16][N:17]([C:20]([O:22][C:23]([CH3:26])([CH3:25])[CH3:24])=[O:21])[CH2:18][CH2:19]5)=[O:12])[N:10]=[C:4]4[CH:3]=3)[CH2:51][CH2:50]2)=[CH:47][CH:48]=1. The yield is 0.440.